The task is: Predict the reactants needed to synthesize the given product.. This data is from Full USPTO retrosynthesis dataset with 1.9M reactions from patents (1976-2016). Given the product [CH3:1][C:2]1[C:7]([CH:8]([CH2:13][CH2:14][CH3:15])[C:9]([OH:11])=[O:10])=[C:6]([C:16]2[CH:25]=[CH:24][C:23]3[C:18](=[CH:19][CH:20]=[CH:21][CH:22]=3)[CH:17]=2)[N:5]=[C:4]([C:26]2[CH:31]=[CH:30][CH:29]=[CH:28][CH:27]=2)[N:3]=1, predict the reactants needed to synthesize it. The reactants are: [CH3:1][C:2]1[C:7]([CH:8]([CH2:13][CH2:14][CH3:15])[C:9]([O:11]C)=[O:10])=[C:6]([C:16]2[CH:25]=[CH:24][C:23]3[C:18](=[CH:19][CH:20]=[CH:21][CH:22]=3)[CH:17]=2)[N:5]=[C:4]([C:26]2[CH:31]=[CH:30][CH:29]=[CH:28][CH:27]=2)[N:3]=1.[OH-].[Na+].